This data is from Reaction yield outcomes from USPTO patents with 853,638 reactions. The task is: Predict the reaction yield, written as a fraction of the theoretical maximum amount of product (1.0 means a 100% yield; for example, 0.34 means a 34% yield). (1) The reactants are [CH3:1][C:2]1[N:3]=[CH:4][NH:5][CH:6]=1.F[C:8]1[CH:13]=[CH:12][C:11]([N+:14]([O-:16])=[O:15])=[CH:10][C:9]=1[C:17]([F:20])([F:19])[F:18].C([O-])([O-])=O.[K+].[K+]. The catalyst is C(#N)C. The product is [CH3:1][C:2]1[N:3]=[CH:4][N:5]([C:8]2[CH:13]=[CH:12][C:11]([N+:14]([O-:16])=[O:15])=[CH:10][C:9]=2[C:17]([F:18])([F:19])[F:20])[CH:6]=1. The yield is 0.818. (2) The reactants are [F:1][C:2]1[CH:7]=[CH:6][C:5]([CH2:8][NH2:9])=[CH:4][CH:3]=1.[Cl:10][C:11]1[CH:16]=[CH:15][C:14]([C:17]2[CH:22]=[CH:21][CH:20]=[C:19]([CH:23]=O)[CH:18]=2)=[CH:13][CH:12]=1.C(O)(=O)C.C(O[BH-](OC(=O)C)OC(=O)C)(=O)C.[Na+]. The catalyst is ClC(Cl)C. The product is [Cl:10][C:11]1[CH:12]=[CH:13][C:14]([C:17]2[CH:22]=[CH:21][CH:20]=[C:19]([CH2:23][NH:9][CH2:8][C:5]3[CH:6]=[CH:7][C:2]([F:1])=[CH:3][CH:4]=3)[CH:18]=2)=[CH:15][CH:16]=1. The yield is 0.590. (3) The reactants are [F:1][C:2]1[CH:10]=[N:9][CH:8]=[CH:7][C:3]=1[C:4]([OH:6])=O.[CH2:11]([O:18][C:19]1[CH:25]=[CH:24][CH:23]=[CH:22][C:20]=1[NH2:21])[C:12]1[CH:17]=[CH:16][CH:15]=[CH:14][CH:13]=1.F[P-](F)(F)(F)(F)F.N1(O[P+](N(C)C)(N(C)C)N(C)C)C2C=CC=CC=2N=N1.O. The catalyst is CN(C=O)C. The product is [CH2:11]([O:18][C:19]1[CH:25]=[CH:24][CH:23]=[CH:22][C:20]=1[NH:21][C:4](=[O:6])[C:3]1[CH:7]=[CH:8][N:9]=[CH:10][C:2]=1[F:1])[C:12]1[CH:13]=[CH:14][CH:15]=[CH:16][CH:17]=1. The yield is 0.970. (4) The product is [Cl:1][C:2]1[C:3]([CH:8]=[O:9])=[N:4][S:5][C:6]=1[Cl:7]. The yield is 0.650. The catalyst is ClCCl. The reactants are [Cl:1][C:2]1[C:3]([CH2:8][OH:9])=[N:4][S:5][C:6]=1[Cl:7].[Cr](Cl)([O-])(=O)=O.[NH+]1C=CC=CC=1. (5) The reactants are [CH3:1][N:2]1[C@@H:18]2[CH2:19][C:7]3[CH:8]=[CH:9][C:10]([O:22][CH3:23])=[C:11]4[O:12][C@H:13]5[C:14]([O:20][CH3:21])=[CH:15][CH:16]=[C:17]2[C@:5]5([C:6]=34)[CH2:4][CH2:3]1.C(N)CCN.O. The catalyst is COCC(O)C. The product is [CH3:1][N:2]1[C@@H:18]2[CH2:19][C:7]3[CH:8]=[CH:9][C:10]([O:22][CH3:23])=[C:11]4[O:12][C@H:13]5[C:14]([O:20][CH3:21])=[CH:15][CH2:16][C@@H:17]2[C@:5]5([C:6]=34)[CH2:4][CH2:3]1. The yield is 0.943.